This data is from Forward reaction prediction with 1.9M reactions from USPTO patents (1976-2016). The task is: Predict the product of the given reaction. Given the reactants [F:1][C:2]1[CH:7]=[CH:6][C:5]([CH2:8][C:9]2[CH:18]=[C:17]3[C:12]([C:13]([OH:34])=[C:14]([C:29](OCC)=[O:30])[C:15](=[O:28])[N:16]3[CH2:19][C:20]([N:22]3[CH2:27][CH2:26][O:25][CH2:24][CH2:23]3)=[O:21])=[N:11][CH:10]=2)=[CH:4][CH:3]=1.[CH2:35]([O:37][CH2:38][CH2:39][NH2:40])[CH3:36], predict the reaction product. The product is: [CH2:35]([O:37][CH2:38][CH2:39][NH:40][C:29]([C:14]1[C:15](=[O:28])[N:16]([CH2:19][C:20]([N:22]2[CH2:27][CH2:26][O:25][CH2:24][CH2:23]2)=[O:21])[C:17]2[C:12]([C:13]=1[OH:34])=[N:11][CH:10]=[C:9]([CH2:8][C:5]1[CH:4]=[CH:3][C:2]([F:1])=[CH:7][CH:6]=1)[CH:18]=2)=[O:30])[CH3:36].